From a dataset of Reaction yield outcomes from USPTO patents with 853,638 reactions. Predict the reaction yield, written as a fraction of the theoretical maximum amount of product (1.0 means a 100% yield; for example, 0.34 means a 34% yield). (1) The reactants are C(S)C.[Li].[C:5]([C:7]1[CH:8]=[C:9]([C:18]2[S:19][C:20]3[C:26]([O:27]C)=[CH:25][CH:24]=[CH:23][C:21]=3[N:22]=2)[CH:10]=[CH:11][C:12]=1[O:13][CH2:14][CH:15]([CH3:17])[CH3:16])#[N:6].Cl. The catalyst is CN(C=O)C. The product is [C:5]([C:7]1[CH:8]=[C:9]([C:18]2[S:19][C:20]3[C:26]([OH:27])=[CH:25][CH:24]=[CH:23][C:21]=3[N:22]=2)[CH:10]=[CH:11][C:12]=1[O:13][CH2:14][CH:15]([CH3:17])[CH3:16])#[N:6]. The yield is 0.120. (2) The catalyst is CCOCC. The product is [NH2:1][C:2]1[C:16]([F:17])=[CH:15][C:5]([O:6][C:7]([CH3:13])([CH3:14])[CH2:8][OH:9])=[C:4]([N:18]2[C:22](=[O:23])[N:21]([CH3:24])[N:20]=[N:19]2)[CH:3]=1. The yield is 0.940. The reactants are [NH2:1][C:2]1[C:16]([F:17])=[CH:15][C:5]([O:6][C:7]([CH3:14])([CH3:13])[C:8](OCC)=[O:9])=[C:4]([N:18]2[C:22](=[O:23])[N:21]([CH3:24])[N:20]=[N:19]2)[CH:3]=1.[BH4-].[Li+].CO.[OH-].[Na+]. (3) The reactants are N12CCCN=C1CCCCC2.[Br:12][C:13]1[CH:18]=[CH:17][C:16]([C:19]2[CH:24]=[CH:23][CH:22]=[CH:21][C:20]=2[NH2:25])=[CH:15][CH:14]=1.[CH:26]([S:29](Cl)(=[O:31])=[O:30])([CH3:28])[CH3:27]. The catalyst is ClCCl. The product is [Br:12][C:13]1[CH:14]=[CH:15][C:16]([C:19]2[CH:24]=[CH:23][CH:22]=[CH:21][C:20]=2[NH:25][S:29]([CH:26]([CH3:28])[CH3:27])(=[O:31])=[O:30])=[CH:17][CH:18]=1. The yield is 0.980.